This data is from Full USPTO retrosynthesis dataset with 1.9M reactions from patents (1976-2016). The task is: Predict the reactants needed to synthesize the given product. Given the product [CH2:46]([O:48][C:49]([N:51]1[CH2:17][CH2:8][N:7]([C:5]([CH2:4][C:1]([NH:26][C:30]2[C:29]3[C:34](=[CH:37][CH:38]=[CH:23][CH:24]=3)[CH:33]=[CH:32][CH:31]=2)=[O:3])=[O:6])[CH2:55][CH2:56]1)=[O:50])[CH3:47], predict the reactants needed to synthesize it. The reactants are: [C:1]([CH2:4][C:5]([NH:7][C:8]1[CH:17]=CC2C(=CC=CC=2)C=1)=[O:6])([OH:3])=O.C(N([CH2:23][CH3:24])CC)C.O[N:26]1[C:30]2[CH:31]=[CH:32][CH:33]=[CH:34][C:29]=2N=N1.CN(C)[CH2:37][CH2:38]CN=C=NCC.[CH2:46]([O:48][C:49]([N:51]1[CH2:56][CH2:55]NCC1)=[O:50])[CH3:47].